The task is: Predict the product of the given reaction.. This data is from Forward reaction prediction with 1.9M reactions from USPTO patents (1976-2016). Given the reactants [N:1]1([C:5]([C:7]2[CH:29]=[CH:28][C:10]([O:11][C:12]3[CH:13]=[C:14]([CH:19]=[C:20]([O:22][C@@H:23]([CH3:27])[CH2:24][O:25][CH3:26])[CH:21]=3)[C:15]([O:17]C)=[O:16])=[C:9]([F:30])[CH:8]=2)=[O:6])[CH2:4][CH2:3][CH2:2]1.[OH-].[Na+], predict the reaction product. The product is: [N:1]1([C:5]([C:7]2[CH:29]=[CH:28][C:10]([O:11][C:12]3[CH:13]=[C:14]([CH:19]=[C:20]([O:22][C@@H:23]([CH3:27])[CH2:24][O:25][CH3:26])[CH:21]=3)[C:15]([OH:17])=[O:16])=[C:9]([F:30])[CH:8]=2)=[O:6])[CH2:4][CH2:3][CH2:2]1.